This data is from Catalyst prediction with 721,799 reactions and 888 catalyst types from USPTO. The task is: Predict which catalyst facilitates the given reaction. (1) Reactant: [CH2:1]([O:8][C:9]([N:11]1[CH2:16][CH2:15][C@@H:14]([N:17]=[N+]=[N-])[C@H:13]([O:20][CH3:21])[CH2:12]1)=[O:10])[C:2]1[CH:7]=[CH:6][CH:5]=[CH:4][CH:3]=1.[Cl-].[NH4+].O1CCCC1CO. Product: [CH2:1]([O:8][C:9]([N:11]1[CH2:16][CH2:15][C@@H:14]([NH2:17])[C@H:13]([O:20][CH3:21])[CH2:12]1)=[O:10])[C:2]1[CH:7]=[CH:6][CH:5]=[CH:4][CH:3]=1. The catalyst class is: 401. (2) Reactant: [N:1]1[CH:6]=[CH:5][CH:4]=[C:3]([NH:7][C:8]([C:10]2[CH:55]=[CH:54][C:13]([CH2:14][NH:15][S:16]([C:19]3[CH:24]=[CH:23][C:22]([C:25]#[C:26][CH2:27][O:28][CH2:29][CH2:30][O:31][CH2:32][CH2:33][O:34][CH2:35][CH2:36][O:37][CH2:38][CH2:39][O:40][CH2:41][CH2:42][O:43][CH2:44][CH2:45][NH:46][C:47](=[O:53])[O:48][C:49]([CH3:52])([CH3:51])[CH3:50])=[CH:21][CH:20]=3)(=[O:18])=[O:17])=[CH:12][CH:11]=2)=[O:9])[CH:2]=1. Product: [N:1]1[CH:6]=[CH:5][CH:4]=[C:3]([NH:7][C:8]([C:10]2[CH:11]=[CH:12][C:13]([CH2:14][NH:15][S:16]([C:19]3[CH:20]=[CH:21][C:22]([CH2:25][CH2:26][CH2:27][O:28][CH2:29][CH2:30][O:31][CH2:32][CH2:33][O:34][CH2:35][CH2:36][O:37][CH2:38][CH2:39][O:40][CH2:41][CH2:42][O:43][CH2:44][CH2:45][NH:46][C:47](=[O:53])[O:48][C:49]([CH3:50])([CH3:51])[CH3:52])=[CH:23][CH:24]=3)(=[O:17])=[O:18])=[CH:54][CH:55]=2)=[O:9])[CH:2]=1. The catalyst class is: 50. (3) Reactant: Br[C:2]1[CH:7]=[C:6]([N:8]2[CH2:13][CH2:12][O:11][CH2:10][CH2:9]2)[N:5]([CH3:14])[C:4](=[O:15])[CH:3]=1.[CH3:16][C:17]1[CH:23]=[CH:22][C:20]([NH2:21])=[CH:19][C:18]=1B1OC(C)(C)C(C)(C)O1.C(Cl)Cl.C(=O)([O-])[O-].[Na+].[Na+]. Product: [NH2:21][C:20]1[CH:19]=[CH:18][C:17]([CH3:16])=[C:23]([C:2]2[CH:7]=[C:6]([N:8]3[CH2:13][CH2:12][O:11][CH2:10][CH2:9]3)[N:5]([CH3:14])[C:4](=[O:15])[CH:3]=2)[CH:22]=1. The catalyst class is: 622. (4) Reactant: [NH2:1][C:2]1[CH:6]=[C:5]([C:7]#[C:8][C:9]([CH3:12])([CH3:11])[CH3:10])[S:4][C:3]=1[C:13]([O:15][CH3:16])=[O:14].C(O)(=O)C.[CH3:21][N:22]1[CH:26]=[C:25]([CH:27]=O)[CH:24]=[N:23]1.C(O[BH-](OC(=O)C)OC(=O)C)(=O)C.[Na+].C([O-])(O)=O.[Na+]. The catalyst class is: 26. Product: [CH3:10][C:9]([CH3:11])([CH3:12])[C:8]#[C:7][C:5]1[S:4][C:3]([C:13]([O:15][CH3:16])=[O:14])=[C:2]([NH:1][CH2:27][C:25]2[CH:24]=[N:23][N:22]([CH3:21])[CH:26]=2)[CH:6]=1. (5) Reactant: [CH2:1]([N:3]1[CH2:8][C:7]([CH2:11][CH3:12])([CH2:9][CH3:10])[O:6][C:5](=[O:13])[CH2:4]1)[CH3:2].C[Si]([N-][Si](C)(C)C)(C)C.[Li+].Br[CH2:25][C:26]([O:28][C:29]([CH3:32])([CH3:31])[CH3:30])=[O:27]. Product: [CH2:1]([N:3]1[CH2:8][C:7]([CH2:11][CH3:12])([CH2:9][CH3:10])[O:6][C:5](=[O:13])[CH:4]1[CH2:25][C:26]([O:28][C:29]([CH3:32])([CH3:31])[CH3:30])=[O:27])[CH3:2]. The catalyst class is: 7. (6) Reactant: [NH2:1][C:2]1[CH:3]=[C:4]([CH:8]=[C:9]([C:11]2[CH2:12][CH2:13][O:14][CH2:15][CH:16]=2)[CH:10]=1)[C:5]([OH:7])=[O:6]. The catalyst class is: 29. Product: [NH2:1][C:2]1[CH:3]=[C:4]([CH:8]=[C:9]([CH:11]2[CH2:16][CH2:15][O:14][CH2:13][CH2:12]2)[CH:10]=1)[C:5]([OH:7])=[O:6]. (7) Reactant: N1C=CC=CC=1.[Br:7][CH2:8][C:9](Br)=[O:10].[C:12]1([C:18]([OH:21])([CH3:20])[CH3:19])[CH:17]=[CH:16][CH:15]=[CH:14][CH:13]=1. Product: [Br:7][CH2:8][C:9]([O:21][C:18]([C:12]1[CH:17]=[CH:16][CH:15]=[CH:14][CH:13]=1)([CH3:20])[CH3:19])=[O:10]. The catalyst class is: 4.